This data is from HIV replication inhibition screening data with 41,000+ compounds from the AIDS Antiviral Screen. The task is: Binary Classification. Given a drug SMILES string, predict its activity (active/inactive) in a high-throughput screening assay against a specified biological target. (1) The compound is Cc1c(C)c2c(c(N)c1C#N)C(=O)N(NC(=S)Nc1ccccc1)C2=O. The result is 0 (inactive). (2) The drug is Nc1ccc2[nH]c(C(=O)N3CC(CCl)c4c3cc(N)c3ccccc43)cc2c1. The result is 0 (inactive). (3) The compound is O=c1sc2c(s1)SSSSS2. The result is 0 (inactive). (4) The molecule is CC(CSC(=O)c1ccccc1)C(=O)N1c2ccccc2CC1C(=O)O. The result is 0 (inactive). (5) The molecule is CC1=[O+][Co-4]23(NCC[N+]2(CCCl)CCCl)([O+]=C(C)[C-]1[N+](=O)[O-])[O+]=C(C)[C-]([N+](=O)[O-])C(C)=[O+]3.[O-][Cl+3]([O-])([O-])[O-]. The result is 0 (inactive). (6) The drug is Cc1cn(C2CC(N=[N+]=[N-])C(COC(=O)C3(O)CCC4C5CCC6=CC(=O)C=CC6(C)C5C(O)CC43C)O2)c(=O)[nH]c1=O. The result is 1 (active). (7) The molecule is Cc1cc2c(C)n(Cc3ccc(Cl)cc3Cl)nc2c(C#N)c1C. The result is 0 (inactive). (8) The compound is Clc1ccc(C(=C=C(c2ccccc2)c2ccccc2)c2ccc(Cl)cc2)cc1. The result is 0 (inactive). (9) The compound is C=CCN1C(N)=C(C(N)=O)SC1=C1SC(=S)N(c2ccc(C)cc2)C1=O. The result is 0 (inactive). (10) The compound is COc1cc2c(cc1C1=NC(C)(C)CO1)OCO2. The result is 0 (inactive).